Dataset: Peptide-MHC class II binding affinity with 134,281 pairs from IEDB. Task: Regression. Given a peptide amino acid sequence and an MHC pseudo amino acid sequence, predict their binding affinity value. This is MHC class II binding data. (1) The peptide sequence is LRAEQASQEVKNWMTETL. The MHC is DRB5_0101 with pseudo-sequence DRB5_0101. The binding affinity (normalized) is 0.148. (2) The peptide sequence is TVEKWLACGVDNFCV. The MHC is HLA-DQA10201-DQB10402 with pseudo-sequence HLA-DQA10201-DQB10402. The binding affinity (normalized) is 0.290. (3) The peptide sequence is QRMMAEIDTDGDGFI. The MHC is DRB1_1602 with pseudo-sequence DRB1_1602. The binding affinity (normalized) is 0.0736. (4) The peptide sequence is GELELQFRRVKCKYP. The MHC is HLA-DPA10103-DPB10401 with pseudo-sequence HLA-DPA10103-DPB10401. The binding affinity (normalized) is 0.219.